Dataset: Full USPTO retrosynthesis dataset with 1.9M reactions from patents (1976-2016). Task: Predict the reactants needed to synthesize the given product. (1) Given the product [Cl:1][C:2]1[N:3]=[CH:4][C:5]([NH2:9])=[CH:6][C:7]=1[CH3:8], predict the reactants needed to synthesize it. The reactants are: [Cl:1][C:2]1[C:7]([CH3:8])=[CH:6][C:5]([N+:9]([O-])=O)=[CH:4][N:3]=1. (2) The reactants are: [CH2:1]([O:3][C:4]([C@H:6]1[CH2:11][CH2:10][N:9]([C:12]([O:14][C:15]([CH3:18])([CH3:17])[CH3:16])=[O:13])[CH2:8][C@H:7]1[C:19]1[CH:24]=[CH:23][CH:22]=[CH:21][CH:20]=1)=[O:5])[CH3:2].CC[O-].[Na+]. Given the product [CH2:1]([O:3][C:4]([C@@H:6]1[CH2:11][CH2:10][N:9]([C:12]([O:14][C:15]([CH3:18])([CH3:16])[CH3:17])=[O:13])[CH2:8][C@H:7]1[C:19]1[CH:20]=[CH:21][CH:22]=[CH:23][CH:24]=1)=[O:5])[CH3:2], predict the reactants needed to synthesize it. (3) Given the product [CH3:1][S:2]([NH:5][C:10]1[CH:11]=[CH:12][C:13]([C:16]([N:18]2[CH2:19][C@@H:20]3[CH2:25][N:24]([C:26]([O:28][CH2:29][C:30]4[CH:31]=[C:32]([Cl:37])[CH:33]=[C:34]([Cl:36])[CH:35]=4)=[O:27])[CH2:23][C@@H:21]3[CH2:22]2)=[O:17])=[N:14][CH:15]=1)(=[O:4])=[O:3], predict the reactants needed to synthesize it. The reactants are: [CH3:1][S:2]([N:5]([C:10]1[CH:11]=[CH:12][C:13]([C:16]([N:18]2[CH2:22][C@@H:21]3[CH2:23][N:24]([C:26]([O:28][CH2:29][C:30]4[CH:35]=[C:34]([Cl:36])[CH:33]=[C:32]([Cl:37])[CH:31]=4)=[O:27])[CH2:25][C@@H:20]3[CH2:19]2)=[O:17])=[N:14][CH:15]=1)S(C)(=O)=O)(=[O:4])=[O:3].[OH-].[Na+]. (4) Given the product [N+:15]([C:12]1[N:11]=[CH:10][C:9]([O:8][C:6]2[CH:5]=[CH:4][N:3]=[C:2]([NH:21][C:18](=[O:20])[CH3:19])[CH:7]=2)=[CH:14][CH:13]=1)([O-:17])=[O:16], predict the reactants needed to synthesize it. The reactants are: Cl[C:2]1[CH:7]=[C:6]([O:8][C:9]2[CH:10]=[N:11][C:12]([N+:15]([O-:17])=[O:16])=[CH:13][CH:14]=2)[CH:5]=[CH:4][N:3]=1.[C:18]([NH2:21])(=[O:20])[CH3:19].C([O-])([O-])=O.[Cs+].[Cs+].CCOC(C)=O. (5) Given the product [CH2:10]1[O:11][C:3]2[CH:2]=[CH:1][C:6](/[CH:7]=[CH:12]/[C:13]([C:15]3[CH:20]=[CH:19][C:18]([O:21][CH3:22])=[C:17]([O:23][CH3:24])[C:16]=3[O:25][CH3:26])=[O:14])=[CH:5][C:4]=2[O:9]1, predict the reactants needed to synthesize it. The reactants are: [CH:1]1[C:6]([CH:7]=O)=[CH:5][C:4]2[O:9][CH2:10][O:11][C:3]=2[CH:2]=1.[CH3:12][C:13]([C:15]1[CH:20]=[CH:19][C:18]([O:21][CH3:22])=[C:17]([O:23][CH3:24])[C:16]=1[O:25][CH3:26])=[O:14].[OH-].[Na+]. (6) The reactants are: ClC1C=CC(C(Cl)=O)=CC=1.Cl[C:12]1[CH:17]=[CH:16][C:15]([C:18]#[N:19])=[CH:14][N:13]=1.Cl[C:21]1[CH:26]=[C:25]([Cl:27])[CH:24]=[CH:23][C:22]=1[C:28]1[C:33]([C:34]2[NH:35][CH:36]=[CH:37][N:38]=2)=[CH:32][N:31]=[C:30]([NH:39][CH2:40][CH2:41][NH:42]C2C=CC([N+]([O-])=O)=CN=2)[N:29]=1. Given the product [Cl:27][C:25]1[CH:24]=[CH:23][C:22]([C:28]2[C:33]([C:34]3[NH:38][CH:37]=[CH:36][N:35]=3)=[CH:32][N:31]=[C:30]([NH:39][CH2:40][CH2:41][NH:42][C:12]3[N:13]=[CH:14][C:15]([C:18]#[N:19])=[CH:16][CH:17]=3)[N:29]=2)=[CH:21][CH:26]=1, predict the reactants needed to synthesize it. (7) Given the product [C:1]1([N:7]2[C:11]3=[N:12][CH:13]=[N:14][C:15]([NH:16]/[N:17]=[CH:18]/[C:19]4[CH:27]=[CH:26][C:22]([C:23]([NH:35][CH2:34][C:29]5[CH:30]=[CH:31][CH:32]=[CH:33][N:28]=5)=[O:24])=[CH:21][CH:20]=4)=[C:10]3[CH:9]=[N:8]2)[CH:2]=[CH:3][CH:4]=[CH:5][CH:6]=1, predict the reactants needed to synthesize it. The reactants are: [C:1]1([N:7]2[C:11]3=[N:12][CH:13]=[N:14][C:15]([NH:16]/[N:17]=[CH:18]/[C:19]4[CH:27]=[CH:26][C:22]([C:23](O)=[O:24])=[CH:21][CH:20]=4)=[C:10]3[CH:9]=[N:8]2)[CH:6]=[CH:5][CH:4]=[CH:3][CH:2]=1.[N:28]1[CH:33]=[CH:32][CH:31]=[CH:30][C:29]=1[CH2:34][NH2:35].C1(N2C3=NC=NC(N/N=C/C4C=CC=CC=4C(NCCCN4CCCC4)=O)=C3C=N2)C=CC=CC=1. (8) Given the product [C:1]([O:5][C:6](=[O:20])[N:7]([C@H:8]1[C@H:12]([C:13]2[CH:14]=[CH:15][CH:16]=[CH:17][CH:18]=2)[CH2:11][N:10]([C:40]([N:37]2[CH2:36][CH2:35][N:34]([S:31]([CH3:30])(=[O:33])=[O:32])[CH2:39][CH2:38]2)=[O:41])[CH2:9]1)[CH3:19])([CH3:4])([CH3:3])[CH3:2], predict the reactants needed to synthesize it. The reactants are: [C:1]([O:5][C:6](=[O:20])[N:7]([CH3:19])[C@H:8]1[C@H:12]([C:13]2[CH:18]=[CH:17][CH:16]=[CH:15][CH:14]=2)[CH2:11][NH:10][CH2:9]1)([CH3:4])([CH3:3])[CH3:2].C(N(C(C)C)C(C)C)C.[CH3:30][S:31]([N:34]1[CH2:39][CH2:38][N:37]([C:40](Cl)=[O:41])[CH2:36][CH2:35]1)(=[O:33])=[O:32]. (9) Given the product [CH3:1][C@H:2]1[NH:3][CH2:4][CH2:5][N:6]([C:13]([C:14]2[CH:19]=[CH:18][CH:17]=[CH:16][CH:15]=2)=[O:20])[CH2:7]1, predict the reactants needed to synthesize it. The reactants are: [CH3:1][C@@H:2]1[CH2:7][NH:6][CH2:5][CH2:4][NH:3]1.C(=O)(O)[O-].[Na+].[C:13](Cl)(=[O:20])[C:14]1[CH:19]=[CH:18][CH:17]=[CH:16][CH:15]=1.